From a dataset of Reaction yield outcomes from USPTO patents with 853,638 reactions. Predict the reaction yield, written as a fraction of the theoretical maximum amount of product (1.0 means a 100% yield; for example, 0.34 means a 34% yield). (1) The reactants are [O:1]1[CH2:6][CH2:5][CH:4]([N:7]2[C:16]3[C:11](=[N:12][CH:13]=[C:14]([Sn](C)(C)C)[N:15]=3)[NH:10][C:9](=[O:21])[CH2:8]2)[CH2:3][CH2:2]1.Br[C:23]1[CH:24]=[CH:25][C:26]([C:29]2[N:33]=[CH:32][N:31]([CH:34]3[CH2:39][CH2:38][CH2:37][CH2:36][O:35]3)[N:30]=2)=[N:27][CH:28]=1.C1(C)C=CC=CC=1P(C1C=CC=CC=1C)C1C=CC=CC=1C.C(N(CC)CC)C. The catalyst is C1C=CC(/C=C/C(/C=C/C2C=CC=CC=2)=O)=CC=1.C1C=CC(/C=C/C(/C=C/C2C=CC=CC=2)=O)=CC=1.C1C=CC(/C=C/C(/C=C/C2C=CC=CC=2)=O)=CC=1.[Pd].[Pd].CN(C)C=O. The product is [O:35]1[CH2:36][CH2:37][CH2:38][CH2:39][CH:34]1[N:31]1[CH:32]=[N:33][C:29]([C:26]2[N:27]=[CH:28][C:23]([C:14]3[N:15]=[C:16]4[N:7]([CH:4]5[CH2:5][CH2:6][O:1][CH2:2][CH2:3]5)[CH2:8][C:9](=[O:21])[NH:10][C:11]4=[N:12][CH:13]=3)=[CH:24][CH:25]=2)=[N:30]1. The yield is 0.390. (2) The product is [Cl:1][C:2]1[C:7]([Cl:12])=[CH:6][N:5]=[C:4]([NH2:8])[C:3]=1[N+:9]([O-:11])=[O:10]. The reactants are [Cl:1][C:2]1[CH:7]=[CH:6][N:5]=[C:4]([NH2:8])[C:3]=1[N+:9]([O-:11])=[O:10].[Cl:12]N1C(=O)CCC1=O. The catalyst is C(#N)C. The yield is 0.850. (3) The reactants are [Cl:1][C:2]1[CH:3]=[C:4]([C@@H:9]([OH:15])[CH2:10][NH:11][CH2:12][CH2:13][OH:14])[CH:5]=[CH:6][C:7]=1[Cl:8].[CH3:16][C:17]([O:20][C:21](O[C:21]([O:20][C:17]([CH3:19])([CH3:18])[CH3:16])=[O:22])=[O:22])([CH3:19])[CH3:18]. The catalyst is C(Cl)Cl. The product is [Cl:1][C:2]1[CH:3]=[C:4]([C@@H:9]([OH:15])[CH2:10][N:11]([CH2:12][CH2:13][OH:14])[C:21](=[O:22])[O:20][C:17]([CH3:19])([CH3:18])[CH3:16])[CH:5]=[CH:6][C:7]=1[Cl:8]. The yield is 1.00. (4) The reactants are Br[C:2]1[CH:24]=[C:23]([Cl:25])[CH:22]=[C:21]([Cl:26])[C:3]=1[O:4][C:5]1[N:9]([CH3:10])[C:8]2[C:11]([CH:16]([CH2:19][CH3:20])[CH2:17][CH3:18])=[CH:12][CH:13]=[C:14]([Cl:15])[C:7]=2[N:6]=1.[Cu][C:28]#[N:29]. The catalyst is CN1CCCC1=O.C(=O)([O-])O.[Na+]. The product is [Cl:26][C:21]1[C:3]([O:4][C:5]2[N:9]([CH3:10])[C:8]3[C:11]([CH:16]([CH2:19][CH3:20])[CH2:17][CH3:18])=[CH:12][CH:13]=[C:14]([Cl:15])[C:7]=3[N:6]=2)=[C:2]([CH:24]=[C:23]([Cl:25])[CH:22]=1)[C:28]#[N:29]. The yield is 0.410. (5) The product is [CH:5]1[CH:4]=[CH:3][C:2]([CH:1]([S+:17]([O-:29])[CH2:16][C:21]([NH2:20])=[O:22])[C:8]2[CH:13]=[CH:12][CH:11]=[CH:10][CH:9]=2)=[CH:7][CH:6]=1. The yield is 0.693. The reactants are [CH:1](O)([C:8]1[CH:13]=[CH:12][CH:11]=[CH:10][CH:9]=1)[C:2]1[CH:7]=[CH:6][CH:5]=[CH:4][CH:3]=1.N[C:16](N)=[S:17].Br.[NH2+:20]=[C:21](N)[OH:22].[OH-].[K+].ClCC(N)=[O:29].C(O)(=O)C.OO. The catalyst is ClC1C=CC=CC=1.O. (6) The reactants are [C:1]([C:5]1[CH:10]=[C:9](O)[N:8]=[CH:7][N:6]=1)([CH3:4])([CH3:3])[CH3:2].P(Cl)(Cl)([Cl:14])=O. No catalyst specified. The product is [C:1]([C:5]1[CH:10]=[C:9]([Cl:14])[N:8]=[CH:7][N:6]=1)([CH3:4])([CH3:3])[CH3:2]. The yield is 0.780. (7) The reactants are [N+:1]([C:4]1[CH:9]=[CH:8][C:7]([S:10](Cl)(=[O:12])=[O:11])=[CH:6][CH:5]=1)([O-])=O.[N:14]1([C:20]([O:22][C:23]([CH3:26])([CH3:25])[CH3:24])=[O:21])[CH2:19][CH2:18]N[CH2:16][CH2:15]1.[CH3:27]CN(CC)CC.C([O-])(O)=O.[Na+]. The catalyst is C(Cl)Cl. The product is [NH2:1][C:4]1[CH:9]=[CH:8][C:7]([S:10]([CH:27]2[CH2:18][CH2:19][N:14]([C:20]([O:22][C:23]([CH3:26])([CH3:25])[CH3:24])=[O:21])[CH2:15][CH2:16]2)(=[O:12])=[O:11])=[CH:6][CH:5]=1. The yield is 0.950. (8) The reactants are CN[C@@H:3]1[CH2:7][CH2:6][C@H:5]([OH:8])[CH2:4]1.[C:9]([O:13][C:14]([O:16]C(OC(C)(C)C)=O)=O)([CH3:12])([CH3:11])[CH3:10].[CH2:24]([N:26](CC)CC)C. The catalyst is C(Cl)Cl. The product is [OH:8][C@@H:5]1[CH2:6][CH2:7][C@H:3]([CH2:24][NH:26][C:14](=[O:16])[O:13][C:9]([CH3:12])([CH3:11])[CH3:10])[CH2:4]1. The yield is 0.520.